This data is from Catalyst prediction with 721,799 reactions and 888 catalyst types from USPTO. The task is: Predict which catalyst facilitates the given reaction. (1) Reactant: [N:1]1([C:7]2[CH:12]=[C:11]([NH2:13])[C:10]([N+:14]([O-])=O)=[CH:9][N:8]=2)[CH2:6][CH2:5][O:4][CH2:3][CH2:2]1.CO. Product: [O:4]1[CH2:5][CH2:6][N:1]([C:7]2[N:8]=[CH:9][C:10]([NH2:14])=[C:11]([NH2:13])[CH:12]=2)[CH2:2][CH2:3]1. The catalyst class is: 354. (2) Reactant: C(N(CC)CC)C.C([O:11][C@@H:12]1[O:29][C@H:28]([CH2:30][O:31][C:32]2[CH:37]=[CH:36][CH:35]=[C:34]([Br:38])[CH:33]=2)[C@@H:23]([O:24]C(=O)C)[C@H:18]([O:19]C(=O)C)[C@H:13]1[O:14]C(=O)C)(=O)C.C(OCC)(=O)C.ClCCl. Product: [Br:38][C:34]1[CH:33]=[C:32]([O:31][CH2:30][C@H:28]2[O:29][C@@H:12]([OH:11])[C@H:13]([OH:14])[C@@H:18]([OH:19])[C@@H:23]2[OH:24])[CH:37]=[CH:36][CH:35]=1. The catalyst class is: 24.